From a dataset of Forward reaction prediction with 1.9M reactions from USPTO patents (1976-2016). Predict the product of the given reaction. (1) Given the reactants Cl[C:2]([O:4][C:5]1[CH:10]=[CH:9][CH:8]=[CH:7][CH:6]=1)=[O:3].[NH2:11][C:12]1[CH:17]=[CH:16][N:15]=[CH:14][CH:13]=1.C(N(CC)CC)C, predict the reaction product. The product is: [N:15]1[CH:16]=[CH:17][C:12]([NH:11][C:2](=[O:3])[O:4][C:5]2[CH:10]=[CH:9][CH:8]=[CH:7][CH:6]=2)=[CH:13][CH:14]=1. (2) Given the reactants [Br:1][C:2]1[N:6]([CH2:7][C:8]2[CH:13]=[CH:12][C:11]([Cl:14])=[C:10]([F:15])[CH:9]=2)[N+:5]([O-])=[CH:4][CH:3]=1.P(Cl)(Cl)Cl.C([O-])(=O)C.[Na+], predict the reaction product. The product is: [Br:1][C:2]1[N:6]([CH2:7][C:8]2[CH:13]=[CH:12][C:11]([Cl:14])=[C:10]([F:15])[CH:9]=2)[N:5]=[CH:4][CH:3]=1. (3) Given the reactants [C:1]([C:3]1[CH:8]=[CH:7][C:6]([S:9]([CH3:12])(=[O:11])=[O:10])=[CH:5][CH:4]=1)#[CH:2].[CH3:13][O:14][C:15](=[O:45])[CH2:16][O:17][C:18]1[CH:23]=[CH:22][C:21]([O:24][CH2:25][C:26]#[C:27][C:28]2[CH:33]=[C:32]([C:34]#[C:35][CH2:36][N:37]3[CH2:42][CH2:41][O:40][CH2:39][CH2:38]3)[CH:31]=[C:30](Br)[CH:29]=2)=[CH:20][C:19]=1[CH3:44], predict the reaction product. The product is: [CH3:13][O:14][C:15](=[O:45])[CH2:16][O:17][C:18]1[CH:23]=[CH:22][C:21]([O:24][CH2:25][C:26]#[C:27][C:28]2[CH:33]=[C:32]([C:34]#[C:35][CH2:36][N:37]3[CH2:42][CH2:41][O:40][CH2:39][CH2:38]3)[CH:31]=[C:30]([C:2]#[C:1][C:3]3[CH:4]=[CH:5][C:6]([S:9]([CH3:12])(=[O:10])=[O:11])=[CH:7][CH:8]=3)[CH:29]=2)=[CH:20][C:19]=1[CH3:44]. (4) Given the reactants [N:1]1([CH2:6][CH2:7][O:8][C:9]2[CH:10]=[C:11]3[C:16](=[CH:17][CH:18]=2)[C:15](=[O:19])[CH2:14][CH2:13][CH2:12]3)[CH:5]=[CH:4][N:3]=[CH:2]1.[CH:20](=O)[CH:21]=[CH:22][C:23]1[CH:28]=[CH:27][CH:26]=[CH:25][CH:24]=1, predict the reaction product. The product is: [N:1]1([CH2:6][CH2:7][O:8][C:9]2[CH:10]=[C:11]3[C:16](=[CH:17][CH:18]=2)[C:15](=[O:19])/[C:14](=[CH:20]/[CH:21]=[CH:22]/[C:23]2[CH:28]=[CH:27][CH:26]=[CH:25][CH:24]=2)/[CH2:13][CH2:12]3)[CH:5]=[CH:4][N:3]=[CH:2]1. (5) The product is: [Br:7][C:8]1[CH:9]=[CH:10][C:11]([O:16][CH2:17][CH2:18][N:19]2[CH2:23][CH2:22][CH2:21][CH2:20]2)=[C:12]([CH2:13][OH:14])[CH:15]=1. Given the reactants [H-].[Al+3].[Li+].[H-].[H-].[H-].[Br:7][C:8]1[CH:9]=[CH:10][C:11]([O:16][CH2:17][CH2:18][N:19]2[CH2:23][CH2:22][CH2:21][CH2:20]2)=[C:12]([CH:15]=1)[CH:13]=[O:14].[Cl-].[NH4+], predict the reaction product. (6) Given the reactants [C:1]([C:4]1[NH:8][C:7]2[CH:9]=[C:10]([Cl:12])[S:11][C:6]=2[CH:5]=1)([OH:3])=O.C1C=CC2N(O)N=NC=2C=1.CCN(C(C)C)C(C)C.[CH3:32][O:33][C:34]1[CH:39]=[CH:38][CH:37]=[CH:36][C:35]=1[CH2:40][CH2:41][NH2:42].CCN=C=NCCCN(C)C, predict the reaction product. The product is: [Cl:12][C:10]1[S:11][C:6]2[CH:5]=[C:4]([C:1](=[O:3])[NH:42][CH2:41][CH2:40][C:35]3[CH:36]=[CH:37][CH:38]=[CH:39][C:34]=3[O:33][CH3:32])[NH:8][C:7]=2[CH:9]=1. (7) Given the reactants [NH2:1][CH2:2][C@@H:3]1[C@H:8]([CH3:9])[CH2:7][CH2:6][CH2:5][N:4]1[C:10]([C:12]1[CH:17]=[CH:16][CH:15]=[C:14]([CH3:18])[C:13]=1[N:19]1[N:23]=[CH:22][CH:21]=[N:20]1)=[O:11].F[C:25]1[CH:30]=[CH:29][C:28]([C:31]([F:34])([F:33])[F:32])=[CH:27][N:26]=1, predict the reaction product. The product is: [CH3:9][C@@H:8]1[CH2:7][CH2:6][CH2:5][N:4]([C:10]([C:12]2[CH:17]=[CH:16][CH:15]=[C:14]([CH3:18])[C:13]=2[N:19]2[N:23]=[CH:22][CH:21]=[N:20]2)=[O:11])[C@@H:3]1[CH2:2][NH:1][C:25]1[CH:30]=[CH:29][C:28]([C:31]([F:34])([F:33])[F:32])=[CH:27][N:26]=1. (8) Given the reactants [Cl:1][C:2]1[CH:7]=[CH:6][N:5]=[CH:4][CH:3]=1.[Li+].CC([N-]C(C)C)C.C1COCC1.CCCCCCC.C(C1C=CC=CC=1)C.[O:36]1[CH2:39][C:38](=[O:40])[CH2:37]1, predict the reaction product. The product is: [Cl:1][C:2]1[CH:7]=[CH:6][N:5]=[CH:4][C:3]=1[C:38]1([OH:40])[CH2:39][O:36][CH2:37]1. (9) Given the reactants C([N:4]([S:31]([CH2:34][C:35]1[CH:40]=[CH:39][CH:38]=[CH:37][CH:36]=1)(=[O:33])=[O:32])[C:5]([CH:7]1[CH2:12][CH2:11][N:10]([C:13]2[C:23]([C:24]#[N:25])=[CH:22][C:16]([C:17]([O:19][CH2:20][CH3:21])=[O:18])=[C:15]([O:26][CH2:27][CH:28]([F:30])[F:29])[N:14]=2)[CH2:9][CH2:8]1)=[O:6])C=C.C1(C)C=CC(S([O-])=O)=CC=1.[Na+], predict the reaction product. The product is: [CH2:34]([S:31]([NH:4][C:5]([CH:7]1[CH2:12][CH2:11][N:10]([C:13]2[C:23]([C:24]#[N:25])=[CH:22][C:16]([C:17]([O:19][CH2:20][CH3:21])=[O:18])=[C:15]([O:26][CH2:27][CH:28]([F:29])[F:30])[N:14]=2)[CH2:9][CH2:8]1)=[O:6])(=[O:33])=[O:32])[C:35]1[CH:36]=[CH:37][CH:38]=[CH:39][CH:40]=1. (10) Given the reactants [C:1]([C:4]1[CH:9]=[CH:8][CH:7]=[CH:6][CH:5]=1)(=[O:3])[CH3:2].CO.C(O)C, predict the reaction product. The product is: [CH3:2][CH:1]([OH:3])[C:4]1[CH:5]=[CH:6][CH:7]=[CH:8][CH:9]=1.